This data is from Full USPTO retrosynthesis dataset with 1.9M reactions from patents (1976-2016). The task is: Predict the reactants needed to synthesize the given product. (1) Given the product [Cl:1][C:2]1[CH:10]=[CH:9][CH:8]=[C:7]2[C:3]=1[C:4]([C:43]([C:40]1[CH:41]=[CH:42][C:35]3[O:34][CH:38]=[CH:37][C:36]=3[CH:39]=1)=[O:44])=[CH:5][N:6]2[C@@H:11]1[O:28][C@H:27]([CH2:29][O:30][C:31](=[O:33])[CH3:32])[C@@H:22]([O:23][C:24](=[O:26])[CH3:25])[C@H:17]([O:18][C:19](=[O:21])[CH3:20])[C@H:12]1[O:13][C:14](=[O:16])[CH3:15], predict the reactants needed to synthesize it. The reactants are: [Cl:1][C:2]1[CH:10]=[CH:9][CH:8]=[C:7]2[C:3]=1[CH:4]=[CH:5][N:6]2[C@@H:11]1[O:28][C@H:27]([CH2:29][O:30][C:31](=[O:33])[CH3:32])[C@@H:22]([O:23][C:24](=[O:26])[CH3:25])[C@H:17]([O:18][C:19](=[O:21])[CH3:20])[C@H:12]1[O:13][C:14](=[O:16])[CH3:15].[O:34]1[CH:38]=[CH:37][C:36]2[CH:39]=[C:40]([C:43](Cl)=[O:44])[CH:41]=[CH:42][C:35]1=2. (2) Given the product [CH2:1]([O:3][C:4](=[O:20])[C:5](=[C:10]1[CH:15]=[C:14]([CH3:16])[C:13](=[O:17])[C:12]([CH3:18])=[CH:11]1)[C:6]([F:7])([F:8])[F:9])[CH3:2], predict the reactants needed to synthesize it. The reactants are: [CH2:1]([O:3][C:4](=[O:20])[C:5](O)([C:10]1[CH:15]=[C:14]([CH3:16])[C:13]([OH:17])=[C:12]([CH3:18])[CH:11]=1)[C:6]([F:9])([F:8])[F:7])[CH3:2].N1C=CC=CC=1. (3) Given the product [Cl:7][C:8]1[CH:13]=[CH:12][C:11]([C:14]2[C:18]([CH2:19][O:20][C:21]3[C:26]([F:27])=[CH:25][C:24]([CH2:28][CH2:29][CH2:30][OH:31])=[C:23]([CH3:35])[CH:22]=3)=[C:17]([C:36]([F:39])([F:37])[F:38])[S:16][N:15]=2)=[CH:10][CH:9]=1, predict the reactants needed to synthesize it. The reactants are: [H-].[H-].[H-].[H-].[Li+].[Al+3].[Cl:7][C:8]1[CH:13]=[CH:12][C:11]([C:14]2[C:18]([CH2:19][O:20][C:21]3[C:26]([F:27])=[CH:25][C:24]([CH2:28][CH2:29][C:30](OCC)=[O:31])=[C:23]([CH3:35])[CH:22]=3)=[C:17]([C:36]([F:39])([F:38])[F:37])[S:16][N:15]=2)=[CH:10][CH:9]=1. (4) Given the product [NH2:25][C:21]1[C:22]([Cl:24])=[CH:23][C:18]([C:16]([NH:15][CH2:14][CH:11]2[CH2:10][CH2:9][NH:8][CH2:13][CH2:12]2)=[O:17])=[C:19]([O:26][CH3:27])[CH:20]=1, predict the reactants needed to synthesize it. The reactants are: C(OC([N:8]1[CH2:13][CH2:12][CH:11]([CH2:14][NH:15][C:16]([C:18]2[CH:23]=[C:22]([Cl:24])[C:21]([NH2:25])=[CH:20][C:19]=2[O:26][CH3:27])=[O:17])[CH2:10][CH2:9]1)=O)(C)(C)C.Cl. (5) Given the product [CH3:1][C:2]1[CH:10]=[CH:9][CH:8]=[C:7]([CH3:11])[C:3]=1[C:4]([Cl:15])=[O:5], predict the reactants needed to synthesize it. The reactants are: [CH3:1][C:2]1[CH:10]=[CH:9][CH:8]=[C:7]([CH3:11])[C:3]=1[C:4](O)=[O:5].C(Cl)(=O)C([Cl:15])=O. (6) Given the product [CH:1]1([CH2:7][NH:8][C:24](=[O:25])[C:23]2[CH:22]=[C:21]([O:31][CH3:32])[C:20]([O:19][CH2:16][C:17]#[CH:18])=[C:28]([O:29][CH3:30])[CH:27]=2)[CH2:6][CH2:5][CH2:4][CH2:3][CH2:2]1, predict the reactants needed to synthesize it. The reactants are: [CH:1]1([CH2:7][NH2:8])[CH2:6][CH2:5][CH2:4][CH2:3][CH2:2]1.C(N(CC)CC)C.[CH2:16]([O:19][C:20]1[C:28]([O:29][CH3:30])=[CH:27][C:23]([C:24](Cl)=[O:25])=[CH:22][C:21]=1[O:31][CH3:32])[C:17]#[CH:18]. (7) Given the product [CH3:30][O:29][C:13]1[CH:14]=[C:15]2[C:20](=[CH:21][C:12]=1[O:11][CH2:3][CH2:4][N:5]1[CH2:10][CH2:9][CH2:8][CH2:7][CH2:6]1)[N:19]=[CH:18][N:17]=[C:16]2[O:22][C:23]1[CH:24]=[CH:25][CH:26]=[CH:27][CH:28]=1, predict the reactants needed to synthesize it. The reactants are: Cl.Cl[CH2:3][CH2:4][N:5]1[CH2:10][CH2:9][CH2:8][CH2:7][CH2:6]1.[OH:11][C:12]1[CH:21]=[C:20]2[C:15]([C:16]([O:22][C:23]3[CH:28]=[CH:27][CH:26]=[CH:25][CH:24]=3)=[N:17][CH:18]=[N:19]2)=[CH:14][C:13]=1[O:29][CH3:30].C(=O)([O-])[O-].[K+].[K+]. (8) Given the product [OH:2][CH2:1][C@@H:3]1[CH2:5][C@H:4]1[C:6]([O:8][CH2:9][CH3:10])=[O:7], predict the reactants needed to synthesize it. The reactants are: [CH:1]([C@@H:3]1[CH2:5][C@H:4]1[C:6]([O:8][CH2:9][CH3:10])=[O:7])=[O:2].[BH4-].[Na+].